From a dataset of Peptide-MHC class I binding affinity with 185,985 pairs from IEDB/IMGT. Regression. Given a peptide amino acid sequence and an MHC pseudo amino acid sequence, predict their binding affinity value. This is MHC class I binding data. The peptide sequence is YPPPRYITV. The MHC is HLA-B38:01 with pseudo-sequence HLA-B38:01. The binding affinity (normalized) is 0.0847.